The task is: Regression. Given two drug SMILES strings and cell line genomic features, predict the synergy score measuring deviation from expected non-interaction effect.. This data is from NCI-60 drug combinations with 297,098 pairs across 59 cell lines. Drug 1: CC1CCCC2(C(O2)CC(NC(=O)CC(C(C(=O)C(C1O)C)(C)C)O)C(=CC3=CSC(=N3)C)C)C. Drug 2: CC1C(C(CC(O1)OC2CC(CC3=C2C(=C4C(=C3O)C(=O)C5=C(C4=O)C(=CC=C5)OC)O)(C(=O)CO)O)N)O.Cl. Cell line: NCI/ADR-RES. Synergy scores: CSS=9.60, Synergy_ZIP=-2.16, Synergy_Bliss=-4.41, Synergy_Loewe=-2.18, Synergy_HSA=-2.84.